From a dataset of Forward reaction prediction with 1.9M reactions from USPTO patents (1976-2016). Predict the product of the given reaction. Given the reactants Cl[CH2:2][CH2:3][CH2:4][CH2:5][C:6]1[C:14]2[C:9](=[CH:10][CH:11]=[C:12]([C:15]#[N:16])[CH:13]=2)[NH:8][CH:7]=1.[N:17]1([C:23]2[CH:24]=[CH:25][C:26]3[O:30][C:29]([C:31]([NH2:33])=[O:32])=[CH:28][C:27]=3[CH:34]=2)[CH2:22][CH2:21][NH:20][CH2:19][CH2:18]1.C(N(C(C)C)CC)(C)C.CN1CCCC1=O, predict the reaction product. The product is: [CH:11]1[C:12]([C:15]#[N:16])=[CH:13][C:14]2[C:6]([CH2:5][CH2:4][CH2:3][CH2:2][N:20]3[CH2:21][CH2:22][N:17]([C:23]4[CH:24]=[CH:25][C:26]5[O:30][C:29]([C:31]([NH2:33])=[O:32])=[CH:28][C:27]=5[CH:34]=4)[CH2:18][CH2:19]3)=[CH:7][NH:8][C:9]=2[CH:10]=1.